From a dataset of HIV replication inhibition screening data with 41,000+ compounds from the AIDS Antiviral Screen. Binary Classification. Given a drug SMILES string, predict its activity (active/inactive) in a high-throughput screening assay against a specified biological target. (1) The drug is COC1(c2ccc(C)cc2C)OC(=O)c2c(C)cccc21. The result is 0 (inactive). (2) The compound is Cc1ccccc1N1C(=S)N(c2ccccn2)C2=Nc3ccccc3NC1=C2N=Nc1ccccn1. The result is 0 (inactive). (3) The drug is CCOC(=O)Cc1cc(=O)[nH]n(-c2ccccc2)c1=O. The result is 0 (inactive). (4) The compound is Cn1cc(NC(=O)Nc2cc(C(=O)Nc3cc(C(=O)Nc4ccc(S(=O)(=O)O)c5cccc(S(=O)(=O)O)c45)n(C)c3)n(C)c2)cc1C(=O)Nc1cc(C(=O)Nc2ccc(S(=O)(=O)O)c3cccc(S(=O)(=O)O)c23)n(C)c1.[NaH]. The result is 0 (inactive). (5) The compound is O=C1CN2C(Cl)(Cl)C2(c2ccccc2)c2cc(Cl)ccc2N1CC(F)(F)F. The result is 0 (inactive). (6) The molecule is COc1ccccc1C1=Nc2ccccc2N=C(c2ccccc2O)C1. The result is 0 (inactive). (7) The molecule is Cc1ccc(S(=O)c2ccccc2[N+](=O)[O-])cc1. The result is 1 (active). (8) The drug is COc1cc2c3c(c1)[nH]c(=S)n3C(=O)CCS2. The result is 0 (inactive). (9) The compound is Nc1ncnc2c1ncn2C1C(CO)C(CO)C12SCCCS2. The result is 0 (inactive). (10) The molecule is CCOP(=O)(C=Cc1cc(OC)ccc1OC)OCC. The result is 0 (inactive).